This data is from Forward reaction prediction with 1.9M reactions from USPTO patents (1976-2016). The task is: Predict the product of the given reaction. (1) Given the reactants [CH3:1][O:2][C:3]([CH:5](P(OC)(OC)=O)[NH:6][C:7]([O:9][CH2:10][C:11]1[CH:16]=[CH:15][CH:14]=[CH:13][CH:12]=1)=[O:8])=[O:4].[CH3:23][C:24]([CH3:30])([CH:28]=[CH2:29])[CH2:25][CH:26]=O.C1CCN2C(=NCCC2)CC1, predict the reaction product. The product is: [CH3:1][O:2][C:3](=[O:4])[C:5]([NH:6][C:7]([O:9][CH2:10][C:11]1[CH:12]=[CH:13][CH:14]=[CH:15][CH:16]=1)=[O:8])=[CH:29][CH2:28][C:24]([CH3:30])([CH3:23])[CH:25]=[CH2:26]. (2) Given the reactants NC1C=CC(C2C=CC=C(C(O)=O)C=2)=CC=1C#N.[NH2:19][C:20]1[C:29]2[C:24](=[CH:25][CH:26]=[C:27]([C:30]3[CH:31]=[C:32]([CH:45]=[CH:46][CH:47]=3)[C:33]([NH:35][C:36]3[CH:41]=[CH:40][CH:39]=[C:38]([CH:42]([CH3:44])[CH3:43])[CH:37]=3)=[O:34])[CH:28]=2)[N:23]=CN=1, predict the reaction product. The product is: [NH2:23][C:24]1[CH:25]=[CH:26][C:27]([C:30]2[CH:47]=[CH:46][CH:45]=[C:32]([C:33]([NH:35][C:36]3[CH:41]=[CH:40][CH:39]=[C:38]([CH:42]([CH3:44])[CH3:43])[CH:37]=3)=[O:34])[CH:31]=2)=[CH:28][C:29]=1[C:20]#[N:19]. (3) The product is: [Cl:24][C:16]1[CH:17]=[C:18]([N+:21]([O-:23])=[O:22])[CH:19]=[CH:20][C:15]=1[O:14][C:10]1[CH:9]=[C:8]([CH:13]=[CH:12][CH:11]=1)[C:7]([NH:6][C:3]([C:2]#[N:1])([CH3:5])[CH3:4])=[O:25]. Given the reactants [NH2:1][C:2](=O)[C:3]([NH:6][C:7](=[O:25])[C:8]1[CH:13]=[CH:12][CH:11]=[C:10]([O:14][C:15]2[CH:20]=[CH:19][C:18]([N+:21]([O-:23])=[O:22])=[CH:17][C:16]=2[Cl:24])[CH:9]=1)([CH3:5])[CH3:4].C(N(CC)CC)C.FC(F)(F)C(OC(=O)C(F)(F)F)=O.O, predict the reaction product. (4) The product is: [OH:1][CH2:2][CH2:3][CH2:4][CH2:5][N:6]([CH2:22][CH2:23][CH2:24][CH2:25][CH2:26][OH:36])[S:7]([C:10]1[CH:11]=[CH:12][C:13]([C:16]2[CH:17]=[CH:18][CH:19]=[CH:20][CH:21]=2)=[CH:14][CH:15]=1)(=[O:9])=[O:8]. Given the reactants [OH:1][CH2:2][CH2:3][CH2:4][CH2:5][N:6]([CH:22]=[CH:23][CH2:24][CH2:25][CH3:26])[S:7]([C:10]1[CH:15]=[CH:14][C:13]([C:16]2[CH:21]=[CH:20][CH:19]=[CH:18][CH:17]=2)=[CH:12][CH:11]=1)(=[O:9])=[O:8].B(F)(F)F.[OH-].[Na+].OO.C([O-])([O-])=[O:36].[K+].[K+], predict the reaction product. (5) The product is: [N+:3]([C:6]1[CH:7]=[C:8]2[C:12](=[CH:13][CH:14]=1)[N:11]([NH2:16])[CH:10]=[CH:9]2)([O-:5])=[O:4]. Given the reactants [H-].[Na+].[N+:3]([C:6]1[CH:7]=[C:8]2[C:12](=[CH:13][CH:14]=1)[NH:11][CH:10]=[CH:9]2)([O-:5])=[O:4].C[N:16](C=O)C, predict the reaction product. (6) Given the reactants Cl[C:2]1[CH:7]=[CH:6][C:5]([N+:8]([O-:10])=[O:9])=[CH:4][N:3]=1.Br.[NH2:12][C:13]1[CH:14]=[CH:15][C:16]([F:20])=[C:17]([OH:19])[CH:18]=1.C(=O)([O-])[O-].[K+].[K+].O, predict the reaction product. The product is: [F:20][C:16]1[CH:15]=[CH:14][C:13]([NH2:12])=[CH:18][C:17]=1[O:19][C:2]1[CH:7]=[CH:6][C:5]([N+:8]([O-:10])=[O:9])=[CH:4][N:3]=1. (7) Given the reactants [F:1][C:2]1[CH:7]=[CH:6][C:5]([N+:8]([O-])=O)=[CH:4][C:3]=1[C:11](=[O:13])[CH3:12], predict the reaction product. The product is: [NH2:8][C:5]1[CH:6]=[CH:7][C:2]([F:1])=[C:3]([C:11](=[O:13])[CH3:12])[CH:4]=1. (8) Given the reactants [OH:1][CH2:2][C@H:3]([NH:8][C:9](=[O:18])[C:10]1[CH:15]=[CH:14][C:13]([CH3:16])=[C:12]([CH3:17])[CH:11]=1)[CH2:4][CH:5]([CH3:7])[CH3:6].[OH-].[Na+].I[CH3:22], predict the reaction product. The product is: [CH3:22][O:1][CH2:2][C@H:3]([NH:8][C:9](=[O:18])[C:10]1[CH:15]=[CH:14][C:13]([CH3:16])=[C:12]([CH3:17])[CH:11]=1)[CH2:4][CH:5]([CH3:7])[CH3:6].